From a dataset of Reaction yield outcomes from USPTO patents with 853,638 reactions. Predict the reaction yield, written as a fraction of the theoretical maximum amount of product (1.0 means a 100% yield; for example, 0.34 means a 34% yield). The reactants are ClC1N=C(C2SC(N3CCCC3)=NC=2C2C=C(NS(C3C(F)=CC=CC=3F)(=O)=O)C=CC=2)C=CN=1.[Cl:36][C:37]1[N:42]=[C:41]([CH2:43][C:44]([C:46]2[C:47]([F:64])=[C:48]([NH:52][S:53]([C:56]3[C:61]([F:62])=[CH:60][CH:59]=[CH:58][C:57]=3[F:63])(=[O:55])=[O:54])[CH:49]=[CH:50][CH:51]=2)=O)[CH:40]=[CH:39][N:38]=1.[CH:65]1([C:71](=[S:73])[NH2:72])[CH2:70][CH2:69][CH2:68][CH2:67][CH2:66]1. No catalyst specified. The product is [Cl:36][C:37]1[N:42]=[C:41]([C:43]2[S:73][C:71]([CH:65]3[CH2:70][CH2:69][CH2:68][CH2:67][CH2:66]3)=[N:72][C:44]=2[C:46]2[C:47]([F:64])=[C:48]([NH:52][S:53]([C:56]3[C:61]([F:62])=[CH:60][CH:59]=[CH:58][C:57]=3[F:63])(=[O:55])=[O:54])[CH:49]=[CH:50][CH:51]=2)[CH:40]=[CH:39][N:38]=1. The yield is 0.660.